From a dataset of Catalyst prediction with 721,799 reactions and 888 catalyst types from USPTO. Predict which catalyst facilitates the given reaction. Reactant: [C:1]([O:5][C:6](=[O:21])[NH:7][C@@H:8]1[C:14](=[O:15])[NH:13][C:12]2[CH:16]=[CH:17][CH:18]=[CH:19][C:11]=2[O:10][C@@H:9]1[CH3:20])([CH3:4])([CH3:3])[CH3:2].[H-].[Na+].[Cl:24][C:25]1[CH:32]=[CH:31][C:28]([CH2:29]Cl)=[CH:27][CH:26]=1. Product: [C:1]([O:5][C:6](=[O:21])[NH:7][C@@H:8]1[C:14](=[O:15])[N:13]([CH2:29][C:28]2[CH:31]=[CH:32][C:25]([Cl:24])=[CH:26][CH:27]=2)[C:12]2[CH:16]=[CH:17][CH:18]=[CH:19][C:11]=2[O:10][C@@H:9]1[CH3:20])([CH3:4])([CH3:2])[CH3:3]. The catalyst class is: 9.